The task is: Predict the product of the given reaction.. This data is from Forward reaction prediction with 1.9M reactions from USPTO patents (1976-2016). (1) The product is: [OH:45][C:44]1[C:39]([NH:38][C:9]([C:11]2[N:12]([CH3:33])[C:13]3[C:21]([C:22]=2[Br:23])=[C:20]2[C:16]([C:17](=[O:25])[NH:18][C:19]2=[O:24])=[C:15]([C:26]2[CH:31]=[CH:30][CH:29]=[CH:28][C:27]=2[Cl:32])[CH:14]=3)=[O:10])=[N:40][CH:41]=[CH:42][CH:43]=1. Given the reactants FC1C(O[C:9]([C:11]2[N:12]([CH3:33])[C:13]3[C:21]([C:22]=2[Br:23])=[C:20]2[C:16]([C:17](=[O:25])[NH:18][C:19]2=[O:24])=[C:15]([C:26]2[CH:31]=[CH:30][CH:29]=[CH:28][C:27]=2[Cl:32])[CH:14]=3)=[O:10])=C(F)C(F)=C(F)C=1F.[NH2:38][C:39]1[C:44]([OH:45])=[CH:43][CH:42]=[CH:41][N:40]=1, predict the reaction product. (2) Given the reactants [NH2:1][C:2]1[N:7]=[C:6]([N:8]2[CH2:30][CH2:29][C:11]3([CH2:15][N:14]([C:16]([O:18][CH2:19][C:20]4[CH:25]=[CH:24][CH:23]=[CH:22][CH:21]=4)=[O:17])[C@H:13]([C:26]([OH:28])=[O:27])[CH2:12]3)[CH2:10][CH2:9]2)[CH:5]=[C:4]([O:31][C@H:32]([C:37]2[CH:42]=[CH:41][C:40]([Cl:43])=[CH:39][C:38]=2[N:44]2[CH:48]=[CH:47][C:46]([CH3:49])=[N:45]2)[C:33]([F:36])([F:35])[F:34])[N:3]=1.[CH:50]1([C:54](Cl)=[O:55])[CH2:53][CH2:52][CH2:51]1.N1C=CC=[CH:59][CH:58]=1, predict the reaction product. The product is: [Cl:43][C:40]1[CH:41]=[CH:42][C:37]([C@@H:32]([O:31][C:4]2[N:3]=[C:2]([NH:1][C:54]([CH:50]3[CH2:53][CH2:52][CH2:51]3)=[O:55])[N:7]=[C:6]([N:8]3[CH2:30][CH2:29][C:11]4([CH2:15][N:14]([C:16]([O:18][CH2:19][C:20]5[CH:25]=[CH:24][CH:23]=[CH:22][CH:21]=5)=[O:17])[C@H:13]([C:26]([O:28][CH2:58][CH3:59])=[O:27])[CH2:12]4)[CH2:10][CH2:9]3)[CH:5]=2)[C:33]([F:35])([F:34])[F:36])=[C:38]([N:44]2[CH:48]=[CH:47][C:46]([CH3:49])=[N:45]2)[CH:39]=1. (3) Given the reactants [Cl:1][C:2]1[C:3](=[O:13])[C:4]2[C:9]([C:10](=O)[CH:11]=1)=[CH:8][CH:7]=[CH:6][CH:5]=2.[S:14]1[CH:18]=[CH:17][CH:16]=[C:15]1[S:19]([NH2:22])(=[O:21])=[O:20], predict the reaction product. The product is: [Cl:1][C:2]1[C:3](=[O:13])[C:4]2[C:9](=[CH:8][CH:7]=[CH:6][CH:5]=2)[C:10](=[N:22][S:19]([C:15]2[S:14][CH:18]=[CH:17][CH:16]=2)(=[O:21])=[O:20])[CH:11]=1. (4) Given the reactants [N+]([CH2:3][C:4]([O:6][CH2:7][CH3:8])=[O:5])#[C-].[C:9]([O-])([O-])=O.[K+].[K+].BrC[C:17]1[CH:22]=[CH:21][CH:20]=[C:19]([F:23])[C:18]=1CBr.[C:26](#[N:28])[CH3:27], predict the reaction product. The product is: [CH2:7]([O:6][C:4]([CH:3]1[CH:19]([F:23])[C:18]2[C:27](=[CH:20][CH:21]=[CH:22][CH:17]=2)[CH:26]1[N+:28]#[C-:9])=[O:5])[CH3:8]. (5) Given the reactants [CH3:1][O:2][C:3]1[CH:8]=[CH:7][C:6]([NH:9][C:10]([N:12]2[CH2:18][C:17]3[CH:19]=[CH:20][C:21]([C:23]([O:25]C)=O)=[CH:22][C:16]=3[O:15][C@H:14]([CH3:27])[CH2:13]2)=[O:11])=[CH:5][CH:4]=1.[OH-:28].[Na+].[NH2:30]O, predict the reaction product. The product is: [OH:28][NH:30][C:23]([C:21]1[CH:20]=[CH:19][C:17]2[CH2:18][N:12]([C:10]([NH:9][C:6]3[CH:7]=[CH:8][C:3]([O:2][CH3:1])=[CH:4][CH:5]=3)=[O:11])[CH2:13][C@@H:14]([CH3:27])[O:15][C:16]=2[CH:22]=1)=[O:25].